From a dataset of Forward reaction prediction with 1.9M reactions from USPTO patents (1976-2016). Predict the product of the given reaction. (1) Given the reactants C1(P(C2C=CC=CC=2)C2C=CC=CC=2)C=CC=CC=1.[Cl:20][C:21]1[C:30]([C@H:31](O)[CH3:32])=[CH:29][C:28]2[C:23](=[C:24]([F:34])[CH:25]=[CH:26][CH:27]=2)[N:22]=1.C1(P([N:49]=[N+:50]=[N-:51])(C2C=CC=CC=2)=O)C=CC=CC=1, predict the reaction product. The product is: [N:49]([C@H:31]([C:30]1[C:21]([Cl:20])=[N:22][C:23]2[C:28]([CH:29]=1)=[CH:27][CH:26]=[CH:25][C:24]=2[F:34])[CH3:32])=[N+:50]=[N-:51]. (2) Given the reactants [H-].[Na+].[CH2:3]([O:10][C:11]1[CH:20]=[C:19]2[C:14]([C:15]([O:21][C:22]3[CH:27]=[CH:26][C:25]([NH2:28])=[CH:24][C:23]=3[F:29])=[CH:16][CH:17]=[N:18]2)=[CH:13][C:12]=1[O:30][CH3:31])[C:4]1[CH:9]=[CH:8][CH:7]=[CH:6][CH:5]=1.[CH3:32][C:33]([O:36][C:37](O[C:37]([O:36][C:33]([CH3:35])([CH3:34])[CH3:32])=[O:38])=[O:38])([CH3:35])[CH3:34], predict the reaction product. The product is: [CH2:3]([O:10][C:11]1[CH:20]=[C:19]2[C:14]([C:15]([O:21][C:22]3[CH:27]=[CH:26][C:25]([NH:28][C:37](=[O:38])[O:36][C:33]([CH3:35])([CH3:34])[CH3:32])=[CH:24][C:23]=3[F:29])=[CH:16][CH:17]=[N:18]2)=[CH:13][C:12]=1[O:30][CH3:31])[C:4]1[CH:9]=[CH:8][CH:7]=[CH:6][CH:5]=1. (3) Given the reactants [NH2:1][C:2](=[N:36][C:37](=[O:44])[C:38]1[CH:43]=[CH:42][CH:41]=[CH:40][CH:39]=1)[C:3]1[CH:8]=[CH:7][C:6]([NH:9][C@H:10]([C:23]2[CH:28]=[C:27]([O:29][CH3:30])[CH:26]=[C:25]([O:31][CH2:32][CH2:33][OH:34])[C:24]=2[F:35])[C:11]2[NH:15][C:14](=[O:16])[N:13]([C:17]3[N:22]=[CH:21][CH:20]=[CH:19][N:18]=3)[N:12]=2)=[CH:5][CH:4]=1.CC(N(C)C)=O.[CH:51]1([O:57][C:58](=[O:64])[O:59][CH:60](Cl)[CH2:61][CH3:62])[CH2:56][CH2:55][CH2:54][CH2:53][CH2:52]1.C(=O)([O-])O.[K+], predict the reaction product. The product is: [CH:51]1([O:57][C:58](=[O:64])[O:59][CH:60]([O:16][C:14]2[N:13]([C:17]3[N:18]=[CH:19][CH:20]=[CH:21][N:22]=3)[N:12]=[C:11]([C@H:10]([NH:9][C:6]3[CH:7]=[CH:8][C:3]([C:2]([NH2:1])=[N:36][C:37](=[O:44])[C:38]4[CH:39]=[CH:40][CH:41]=[CH:42][CH:43]=4)=[CH:4][CH:5]=3)[C:23]3[CH:28]=[C:27]([O:29][CH3:30])[CH:26]=[C:25]([O:31][CH2:32][CH2:33][OH:34])[C:24]=3[F:35])[N:15]=2)[CH2:61][CH3:62])[CH2:56][CH2:55][CH2:54][CH2:53][CH2:52]1. (4) Given the reactants [Cl:1][C:2]1[C:3]2[CH:24]=[CH:23][C:22]([C:25]([F:28])([F:27])[F:26])=[CH:21][C:4]=2[S:5][C:6]=1[C:7]([NH:9][C@H:10]([CH2:14][C:15]1[CH:20]=[CH:19][CH:18]=[CH:17][CH:16]=1)[C:11]([OH:13])=[O:12])=[O:8].C(OC(=O)[C@H](CC1C=CC=CC=1)N)(C)(C)C, predict the reaction product. The product is: [Cl:1][C:2]1[C:3]2[CH:24]=[CH:23][C:22]([C:25]([F:28])([F:26])[F:27])=[CH:21][C:4]=2[S:5][C:6]=1[C:7]([NH:9][C@@H:10]([CH2:14][C:15]1[CH:20]=[CH:19][CH:18]=[CH:17][CH:16]=1)[C:11]([OH:13])=[O:12])=[O:8]. (5) Given the reactants C(Cl)(=O)C(Cl)=O.CS(C)=O.[C:11]1([CH2:17][CH2:18][OH:19])([CH2:14][CH2:15][OH:16])[CH2:13][CH2:12]1.C(N(CC)CC)C, predict the reaction product. The product is: [C:11]1([CH2:17][CH:18]=[O:19])([CH2:14][CH:15]=[O:16])[CH2:13][CH2:12]1. (6) Given the reactants Cl.[Cl:2]C1C=CC(CC2([F:14])CCNCC2)=C(F)C=1.[Cl:18][C:19]1[CH:39]=[CH:38][C:22]([CH2:23][C:24]2(O)[CH2:29][CH2:28][N:27](C(OC(C)(C)C)=O)[CH2:26][CH2:25]2)=[C:21]([O:40][CH3:41])[CH:20]=1, predict the reaction product. The product is: [ClH:2].[Cl:18][C:19]1[CH:39]=[CH:38][C:22]([CH2:23][C:24]2([F:14])[CH2:29][CH2:28][NH:27][CH2:26][CH2:25]2)=[C:21]([O:40][CH3:41])[CH:20]=1. (7) Given the reactants C(=O)([O-])[O-].[K+].[K+].CN(C=O)C.[CH:12]1([N:17]2[CH2:22][CH2:21][CH:20]([O:23][C:24]3[N:29]=[CH:28][C:27](Br)=[CH:26][N:25]=3)[CH2:19][CH2:18]2)[CH2:16][CH2:15][CH2:14][CH2:13]1.[NH:31]1[CH:36]=[CH:35][CH:34]=[CH:33][C:32]1=[O:37], predict the reaction product. The product is: [CH:12]1([N:17]2[CH2:22][CH2:21][CH:20]([O:23][C:24]3[N:29]=[CH:28][C:27]([N:31]4[CH:36]=[CH:35][CH:34]=[CH:33][C:32]4=[O:37])=[CH:26][N:25]=3)[CH2:19][CH2:18]2)[CH2:16][CH2:15][CH2:14][CH2:13]1.